Task: Predict the product of the given reaction.. Dataset: Forward reaction prediction with 1.9M reactions from USPTO patents (1976-2016) (1) Given the reactants [NH:1]1[C:9]2[C:4](=[CH:5][CH:6]=[CH:7][CH:8]=2)[C:3]([C:10]([OH:12])=O)=[N:2]1.C(C1NC=CN=1)([C:15]1[NH:16][CH:17]=CN=1)=O.Cl.CNC.O, predict the reaction product. The product is: [CH3:15][N:16]([CH3:17])[C:10]([C:3]1[C:4]2[C:9](=[CH:8][CH:7]=[CH:6][CH:5]=2)[NH:1][N:2]=1)=[O:12]. (2) Given the reactants [CH3:1][CH:2]([O:4][C:5]1[CH:14]=[C:13]2[C:8]([C:9]([C:38]([OH:40])=O)=[C:10]([CH2:25][N:26]3[CH2:31][CH2:30][CH:29]([N:32]4[CH2:37][CH2:36][O:35][CH2:34][CH2:33]4)[CH2:28][CH2:27]3)[C:11]([C:15]3[CH:20]=[CH:19][CH:18]=[C:17]([C:21]([F:24])([F:23])[F:22])[CH:16]=3)=[N:12]2)=[CH:7][C:6]=1[S:41]([CH3:44])(=[O:43])=[O:42])[CH3:3].[F:45][C:46]([F:56])([F:55])[C@@H:47]([C:49]1[CH:54]=[CH:53][CH:52]=[CH:51][CH:50]=1)[NH2:48].C(N(CC)C(C)C)(C)C.C(P1(=O)OP(=O)(CCC)OP(=O)(CCC)O1)CC, predict the reaction product. The product is: [CH3:3][CH:2]([O:4][C:5]1[CH:14]=[C:13]2[C:8]([C:9]([C:38]([NH:48][C@H:47]([C:49]3[CH:54]=[CH:53][CH:52]=[CH:51][CH:50]=3)[C:46]([F:45])([F:55])[F:56])=[O:40])=[C:10]([CH2:25][N:26]3[CH2:27][CH2:28][CH:29]([N:32]4[CH2:37][CH2:36][O:35][CH2:34][CH2:33]4)[CH2:30][CH2:31]3)[C:11]([C:15]3[CH:20]=[CH:19][CH:18]=[C:17]([C:21]([F:24])([F:23])[F:22])[CH:16]=3)=[N:12]2)=[CH:7][C:6]=1[S:41]([CH3:44])(=[O:42])=[O:43])[CH3:1]. (3) Given the reactants [Br:1][C:2]1[CH:3]=[N:4][C:5]2[N:6]([N:8]=[C:9]([C:11]([OH:13])=O)[CH:10]=2)[CH:7]=1.[N+:14]([C:17]1[CH:22]=[CH:21][CH:20]=[CH:19][C:18]=1[C:23]1[CH2:24][CH2:25][NH:26][CH2:27][CH:28]=1)([O-:16])=[O:15], predict the reaction product. The product is: [Br:1][C:2]1[CH:3]=[N:4][C:5]2[N:6]([N:8]=[C:9]([C:11]([N:26]3[CH2:25][CH:24]=[C:23]([C:18]4[CH:19]=[CH:20][CH:21]=[CH:22][C:17]=4[N+:14]([O-:16])=[O:15])[CH2:28][CH2:27]3)=[O:13])[CH:10]=2)[CH:7]=1. (4) Given the reactants [F:1][C:2]1[CH:9]=[C:8]([OH:10])[CH:7]=[CH:6][C:3]=1[C:4]#[N:5].[ClH:11], predict the reaction product. The product is: [ClH:11].[NH2:5][CH2:4][C:3]1[CH:6]=[CH:7][C:8]([OH:10])=[CH:9][C:2]=1[F:1]. (5) The product is: [CH2:24]([N:31]1[CH:35]=[C:34]([CH2:36][NH:1][C:2]2[CH:3]=[C:4]3[C:9](=[C:10]([Cl:12])[CH:11]=2)[N:8]=[CH:7][C:6]([C:13]#[N:14])=[C:5]3[NH:15][C:16]2[CH:21]=[CH:20][C:19]([F:22])=[C:18]([Cl:23])[CH:17]=2)[N:33]=[N:32]1)[C:25]1[CH:26]=[CH:27][CH:28]=[CH:29][CH:30]=1. Given the reactants [NH2:1][C:2]1[CH:3]=[C:4]2[C:9](=[C:10]([Cl:12])[CH:11]=1)[N:8]=[CH:7][C:6]([C:13]#[N:14])=[C:5]2[NH:15][C:16]1[CH:21]=[CH:20][C:19]([F:22])=[C:18]([Cl:23])[CH:17]=1.[CH2:24]([N:31]1[CH:35]=[C:34]([CH:36]=O)[N:33]=[N:32]1)[C:25]1[CH:30]=[CH:29][CH:28]=[CH:27][CH:26]=1.[BH3-]C#N.[Na+], predict the reaction product. (6) Given the reactants [CH:1]1([CH2:4][O:5][C:6]2[CH:14]=[CH:13][C:9]3[O:10][CH2:11][O:12][C:8]=3[C:7]=2[C:15]2[C:16]3[N:23]([CH2:24][O:25][CH2:26][CH2:27][Si:28]([CH3:31])([CH3:30])[CH3:29])[C:22]([CH3:32])=[C:21]([C:33](O)=[O:34])[C:17]=3[N:18]=[CH:19][N:20]=2)[CH2:3][CH2:2]1.C(N(CC)CC)C.C1C=CC2N(O)N=NC=2C=1.C(Cl)CCl.Cl.[NH2:58][CH:59]1[CH2:64][CH2:63][N:62]([C:65]([O:67][C:68]([CH3:71])([CH3:70])[CH3:69])=[O:66])[CH2:61][CH2:60]1, predict the reaction product. The product is: [CH:1]1([CH2:4][O:5][C:6]2[CH:14]=[CH:13][C:9]3[O:10][CH2:11][O:12][C:8]=3[C:7]=2[C:15]2[C:16]3[N:23]([CH2:24][O:25][CH2:26][CH2:27][Si:28]([CH3:29])([CH3:31])[CH3:30])[C:22]([CH3:32])=[C:21]([C:33]([NH:58][CH:59]4[CH2:60][CH2:61][N:62]([C:65]([O:67][C:68]([CH3:71])([CH3:70])[CH3:69])=[O:66])[CH2:63][CH2:64]4)=[O:34])[C:17]=3[N:18]=[CH:19][N:20]=2)[CH2:3][CH2:2]1. (7) Given the reactants Cl[C:2]1[N:10]=[C:9]2[C:5]([NH:6][CH:7]=[N:8]2)=[C:4](Cl)[N:3]=1.C(OCC)(=O)C.O1C=CCCC1.CN1CCNCC1, predict the reaction product. The product is: [N:3]1[CH:4]=[C:5]2[C:9]([N:8]=[CH:7][NH:6]2)=[N:10][CH:2]=1. (8) The product is: [NH2:8][C:4]1[N:5]=[CH:6][N:7]=[C:2]([NH:15][C@H:16]([C:19]2[N:28]([C:29]3[CH:30]=[CH:31][CH:32]=[CH:33][CH:34]=3)[C:27](=[O:35])[C:26]3[C:21](=[CH:22][CH:23]=[CH:24][C:25]=3[Cl:36])[N:20]=2)[CH2:17][CH3:18])[C:3]=1[C:9]1[O:10][C:11]([CH3:14])=[CH:12][N:13]=1. Given the reactants Cl[C:2]1[N:7]=[CH:6][N:5]=[C:4]([NH2:8])[C:3]=1[C:9]1[O:10][C:11]([CH3:14])=[CH:12][N:13]=1.[NH2:15][C@H:16]([C:19]1[N:28]([C:29]2[CH:34]=[CH:33][CH:32]=[CH:31][CH:30]=2)[C:27](=[O:35])[C:26]2[C:21](=[CH:22][CH:23]=[CH:24][C:25]=2[Cl:36])[N:20]=1)[CH2:17][CH3:18].CCN(C(C)C)C(C)C, predict the reaction product.